This data is from Forward reaction prediction with 1.9M reactions from USPTO patents (1976-2016). The task is: Predict the product of the given reaction. (1) Given the reactants [F:1][C:2]1[C:24]([O:25][CH3:26])=[CH:23][C:22]([O:27][CH3:28])=[C:21]([F:29])[C:3]=1[CH2:4][O:5][C:6]1[CH:7]=[N:8][C:9]([NH:12][C:13]2[CH:17]=[C:16]([CH2:18][OH:19])[N:15]([CH3:20])[N:14]=2)=[N:10][CH:11]=1.C(N(CC)CC)C.ClCCl.[CH3:40][S:41](Cl)(=[O:43])=[O:42], predict the reaction product. The product is: [CH3:40][S:41]([O:19][CH2:18][C:16]1[N:15]([CH3:20])[N:14]=[C:13]([NH:12][C:9]2[N:8]=[CH:7][C:6]([O:5][CH2:4][C:3]3[C:21]([F:29])=[C:22]([O:27][CH3:28])[CH:23]=[C:24]([O:25][CH3:26])[C:2]=3[F:1])=[CH:11][N:10]=2)[CH:17]=1)(=[O:43])=[O:42]. (2) Given the reactants Cl[C:2]1[CH:7]=[N:6][CH:5]=[C:4]([O:8][CH2:9][CH2:10][CH2:11][CH2:12][CH2:13][O:14][C:15]2[CH:20]=[CH:19][CH:18]=[CH:17][CH:16]=2)[N:3]=1.O(CCCCCO)C1C=CC=CC=1.[NH:34]1[CH2:39][CH2:38][NH:37][CH2:36][CH2:35]1.C([O-])([O-])=O.[K+].[K+].O=[O+][O-], predict the reaction product. The product is: [O:14]([CH2:13][CH2:12][CH2:11][CH2:10][CH2:9][O:8][C:4]1[CH:5]=[N:6][CH:7]=[C:2]([N:34]2[CH2:39][CH2:38][NH:37][CH2:36][CH2:35]2)[N:3]=1)[C:15]1[CH:20]=[CH:19][CH:18]=[CH:17][CH:16]=1. (3) The product is: [NH:28]1[C:29]2[CH:34]=[CH:33][C:32]([N:35]3[CH:39]([C:40]4[CH:45]=[C:44]([F:46])[CH:43]=[C:42]([F:47])[C:41]=4[F:48])[C:38]([C:49]4[CH:54]=[CH:53][CH:52]=[CH:51][CH:50]=4)=[C:37]([O:55][CH3:3])[C:36]3=[O:56])=[CH:31][C:30]=2[N:26]=[CH:27]1. Given the reactants [OH-].[K+].[CH3:3]C1C=CC(S(N(N=O)C)(=O)=O)=CC=1.C(O)CO.CCOCC.[NH:26]1[C:30]2[CH:31]=[C:32]([N:35]3[CH:39]([C:40]4[CH:45]=[C:44]([F:46])[CH:43]=[C:42]([F:47])[C:41]=4[F:48])[C:38]([C:49]4[CH:54]=[CH:53][CH:52]=[CH:51][CH:50]=4)=[C:37]([OH:55])[C:36]3=[O:56])[CH:33]=[CH:34][C:29]=2[N:28]=[CH:27]1, predict the reaction product. (4) Given the reactants [CH:1]1([C:4]2[C:12]3[C:11](=[O:13])[N:10]([CH2:14][O:15][CH2:16][CH2:17][Si:18]([CH3:21])([CH3:20])[CH3:19])[N:9]=[CH:8][C:7]=3[N:6](COCC[Si](C)(C)C)[C:5]=2[C:30]2[CH:39]=[CH:38][C:37]([O:40][CH:41]([F:43])[F:42])=[C:36]3[C:31]=2[CH:32]=[CH:33][C:34]([CH3:45])([CH3:44])[O:35]3)[CH2:3][CH2:2]1.C1(OC2C=C(C3N(COCC[Si](C)(C)C)C4C=NN(COCC[Si](C)(C)C)C(=O)C=4C=3C)C=CC=2OC(F)F)CC1, predict the reaction product. The product is: [CH:1]1([C:4]2[C:12]3[C:11](=[O:13])[N:10]([CH2:14][O:15][CH2:16][CH2:17][Si:18]([CH3:21])([CH3:20])[CH3:19])[N:9]=[CH:8][C:7]=3[NH:6][C:5]=2[C:30]2[CH:39]=[CH:38][C:37]([O:40][CH:41]([F:43])[F:42])=[C:36]3[C:31]=2[CH:32]=[CH:33][C:34]([CH3:45])([CH3:44])[O:35]3)[CH2:3][CH2:2]1. (5) The product is: [F:1][C:2]1[CH:7]=[CH:6][C:5]([N:8]2[C:20](=[O:22])[C:14]([C:15]([O:17][CH2:18][CH3:19])=[O:16])=[C:11]([CH3:12])[N:9]2[CH3:10])=[CH:4][CH:3]=1. Given the reactants [F:1][C:2]1[CH:7]=[CH:6][C:5]([NH:8][NH:9][CH3:10])=[CH:4][CH:3]=1.[C:11]([CH:14]([C:20]([O:22]CC)=O)[C:15]([O:17][CH2:18][CH3:19])=[O:16])(=O)[CH3:12].C(O)(=O)C.CO, predict the reaction product. (6) Given the reactants [F:1][C:2]1[CH:7]=[C:6]([S:8]([CH3:11])(=[O:10])=[O:9])[CH:5]=[C:4]([F:12])[C:3]=1[NH:13][C@H:14]1[CH2:19][CH2:18][CH2:17][N:16]([CH:20]2[CH2:25][CH2:24][N:23](C(OC(C)(C)C)=O)[CH2:22][CH2:21]2)[C:15]1=[O:33].Cl.C(Cl)[Cl:36], predict the reaction product. The product is: [ClH:36].[F:12][C:4]1[CH:5]=[C:6]([S:8]([CH3:11])(=[O:10])=[O:9])[CH:7]=[C:2]([F:1])[C:3]=1[NH:13][C@H:14]1[CH2:19][CH2:18][CH2:17][N:16]([CH:20]2[CH2:21][CH2:22][NH:23][CH2:24][CH2:25]2)[C:15]1=[O:33]. (7) The product is: [NH2:1][C@H:4]1[C@H:9]([O:10][CH3:11])[CH2:8][CH2:7][N:6]([C:12]2[N:17]=[C:16]([NH:18][C:19]3[N:24]=[CH:23][C:22]4[N:25]=[C:26]([CH3:31])[N:27]([CH:28]([CH3:29])[CH3:30])[C:21]=4[CH:20]=3)[CH:15]=[CH:14][N:13]=2)[CH2:5]1. Given the reactants [N:1]([C@H:4]1[C@H:9]([O:10][CH3:11])[CH2:8][CH2:7][N:6]([C:12]2[N:17]=[C:16]([NH:18][C:19]3[N:24]=[CH:23][C:22]4[N:25]=[C:26]([CH3:31])[N:27]([CH:28]([CH3:30])[CH3:29])[C:21]=4[CH:20]=3)[CH:15]=[CH:14][N:13]=2)[CH2:5]1)=[N+]=[N-], predict the reaction product.